The task is: Predict which catalyst facilitates the given reaction.. This data is from Catalyst prediction with 721,799 reactions and 888 catalyst types from USPTO. (1) Reactant: FC(S(O[C:9]1[CH:14]=[C:13]([C:15]2[CH:20]=[CH:19][C:18]([C:21]#[N:22])=[CH:17][CH:16]=2)[N:12]=[C:11]([NH:23][CH2:24][CH2:25][NH:26][C:27]([O:29][C:30]([CH3:33])([CH3:32])[CH3:31])=[O:28])[N:10]=1)(=O)=O)(F)F.O.[NH:35]1[CH2:40][CH2:39][O:38][CH2:37][CH2:36]1. Product: [C:30]([O:29][C:27]([NH:26][CH2:25][CH2:24][NH:23][C:11]1[N:12]=[C:13]([C:15]2[CH:20]=[CH:19][C:18]([C:21]#[N:22])=[CH:17][CH:16]=2)[CH:14]=[C:9]([N:35]2[CH2:40][CH2:39][O:38][CH2:37][CH2:36]2)[N:10]=1)=[O:28])([CH3:33])([CH3:32])[CH3:31]. The catalyst class is: 10. (2) Reactant: C([O:3][C:4](=[O:21])/[C:5](=[CH:12]/[C:13]1[CH:18]=[C:17]([Cl:19])[CH:16]=[C:15]([Cl:20])[CH:14]=1)/[CH2:6][C:7]([O:9]CC)=O)C. Product: [Cl:19][C:17]1[CH:16]=[C:15]([Cl:20])[CH:14]=[C:13]2[C:18]=1[C:7]([OH:9])=[CH:6][C:5]([C:4]([OH:3])=[O:21])=[CH:12]2. The catalyst class is: 82. (3) Reactant: [F:1][C:2]([F:21])([F:20])[O:3][C:4]1[CH:9]=[CH:8][C:7]([N:10]2[CH2:14][CH:13]3[CH2:15][C:16](=O)[CH2:17][CH:12]3[C:11]2=[O:19])=[CH:6][CH:5]=1.[CH2:22]([NH2:29])[C:23]1[CH:28]=[CH:27][CH:26]=[CH:25][CH:24]=1.[BH-](OC(C)=O)(OC(C)=O)OC(C)=O.[Na+]. Product: [CH2:22]([NH:29][CH:16]1[CH2:17][CH:12]2[C:11](=[O:19])[N:10]([C:7]3[CH:8]=[CH:9][C:4]([O:3][C:2]([F:1])([F:21])[F:20])=[CH:5][CH:6]=3)[CH2:14][CH:13]2[CH2:15]1)[C:23]1[CH:28]=[CH:27][CH:26]=[CH:25][CH:24]=1. The catalyst class is: 4. (4) Product: [CH:36]1([O:41][C:42]2[CH:43]=[C:44](/[CH:45]=[CH:5]/[C:4]3[C:25]([Cl:29])=[CH:26][CH:27]=[CH:28][C:3]=3[Cl:2])[CH:47]=[CH:48][C:49]=2[O:50][CH3:51])[CH2:37][CH2:38][CH2:39][CH2:40]1. Reactant: [Br-].[Cl:2][C:3]1[CH:28]=[CH:27][CH:26]=[C:25]([Cl:29])[C:4]=1[CH2:5][P+](C1C=CC=CC=1)(C1C=CC=CC=1)C1C=CC=CC=1.CC(C)([O-])C.[K+].[CH:36]1([O:41][C:42]2[CH:43]=[C:44]([CH:47]=[CH:48][C:49]=2[O:50][CH3:51])[CH:45]=O)[CH2:40][CH2:39][CH2:38][CH2:37]1. The catalyst class is: 7.